Dataset: Catalyst prediction with 721,799 reactions and 888 catalyst types from USPTO. Task: Predict which catalyst facilitates the given reaction. (1) Reactant: Br[N:2]1[CH2:10][C:9]2[C:4](=[CH:5][CH:6]=[CH:7][CH:8]=2)[C:3]1=[O:11].CC1(C)C(C)(C)OB([C:20]2[CH:21]=[C:22]3[C:27](=[CH:28][CH:29]=2)[CH:26]=[C:25]([NH:30][C:31]([C:33]2[CH:37]=[CH:36][S:35][CH:34]=2)=[O:32])[CH:24]=[CH:23]3)O1.C([O-])([O-])=O.[K+].[K+].O1CCOCC1. Product: [O:11]=[C:3]1[C:4]2[C:9](=[C:8]([C:20]3[CH:21]=[C:22]4[C:27](=[CH:28][CH:29]=3)[CH:26]=[C:25]([NH:30][C:31]([C:33]3[CH:37]=[CH:36][S:35][CH:34]=3)=[O:32])[CH:24]=[CH:23]4)[CH:7]=[CH:6][CH:5]=2)[CH2:10][NH:2]1. The catalyst class is: 386. (2) Reactant: [Cl:1][C:2]1[CH:7]=[C:6](Cl)[N:5]2[N:9]=[C:10]([CH3:24])[C:11]([CH2:12][C:13]3[CH:18]=[CH:17][CH:16]=[C:15]([C:19]([F:22])([F:21])[F:20])[C:14]=3[CH3:23])=[C:4]2[N:3]=1.[OH-].[NH4+:26]. Product: [Cl:1][C:2]1[CH:7]=[C:6]([NH2:26])[N:5]2[N:9]=[C:10]([CH3:24])[C:11]([CH2:12][C:13]3[CH:18]=[CH:17][CH:16]=[C:15]([C:19]([F:20])([F:21])[F:22])[C:14]=3[CH3:23])=[C:4]2[N:3]=1. The catalyst class is: 12. (3) Reactant: [F:1][C:2]1[CH:3]=[C:4]([CH:7]=[CH:8][CH:9]=1)[CH2:5][OH:6].[H-].[Na+].[C:12]([C:14]1[CH:21]=[CH:20][C:17]([CH2:18]Br)=[CH:16][CH:15]=1)#[N:13].[NH4+].[Cl-]. Product: [F:1][C:2]1[CH:3]=[C:4]([CH:7]=[CH:8][CH:9]=1)[CH2:5][O:6][CH2:18][C:17]1[CH:20]=[CH:21][C:14]([C:12]#[N:13])=[CH:15][CH:16]=1. The catalyst class is: 1. (4) Reactant: [C:1]([O:5][C:6](=[O:10])[CH2:7][CH2:8][NH2:9])([CH3:4])([CH3:3])[CH3:2].[Cl:11][C:12]1[CH:20]=[CH:19][C:15]([C:16](Cl)=[O:17])=[CH:14][CH:13]=1.C(N(CC)CC)C. Product: [C:1]([O:5][C:6](=[O:10])[CH2:7][CH2:8][NH:9][C:16](=[O:17])[C:15]1[CH:19]=[CH:20][C:12]([Cl:11])=[CH:13][CH:14]=1)([CH3:4])([CH3:3])[CH3:2]. The catalyst class is: 2. (5) Reactant: OO.[C:3]([OH:7])(=[O:6])[CH:4]=[CH2:5].[C:8]([O:12][CH2:13][CH2:14][OH:15])(=[O:11])[CH:9]=[CH2:10].SCCO.C(O)[C@@H](O)[C@H]1OC(=O)C(O)=C1O.C(OO)(C)(C)C. Product: [C:3]([OH:7])(=[O:6])[CH:4]=[CH2:5].[C:8]([O:12][CH2:13][CH2:14][OH:15])(=[O:11])[CH:9]=[CH2:10]. The catalyst class is: 6. (6) Reactant: [NH2:1][C:2]1[CH:7]=[C:6]([O:8][CH3:9])[CH:5]=[C:4]([Br:10])[C:3]=1[OH:11].Br[CH:13]([CH:19]([CH3:21])[CH3:20])[C:14](OCC)=[O:15].N12CCCN=C1CCCCC2. Product: [Br:10][C:4]1[C:3]2[O:11][CH:13]([CH:19]([CH3:21])[CH3:20])[C:14](=[O:15])[NH:1][C:2]=2[CH:7]=[C:6]([O:8][CH3:9])[CH:5]=1. The catalyst class is: 60. (7) Product: [F:18][C:19]([F:32])([F:31])[S:20]([O:11][C:9]1[CH:8]=[CH:7][CH:6]=[C:5]2[C:10]=1[N:1]=[CH:2][CH:3]=[CH:4]2)(=[O:22])=[O:21]. The catalyst class is: 17. Reactant: [N:1]1[C:10]2[C:5](=[CH:6][CH:7]=[CH:8][C:9]=2[OH:11])[CH:4]=[CH:3][CH:2]=1.C([O-])([O-])=O.[K+].[K+].[F:18][C:19]([F:32])([F:31])[S:20](O[S:20]([C:19]([F:32])([F:31])[F:18])(=[O:22])=[O:21])(=[O:22])=[O:21]. (8) Reactant: [I:1][C@@H:2]1[C@@H:15]([O:16]C(=O)C)[C@H:14]([O:20]C(=O)C)[C@@H:13]([CH2:24][O:25]C(=O)C)[O:12][C@H:3]1[O:4][Si:5]([CH2:10][CH3:11])([CH2:8][CH3:9])[CH2:6][CH3:7].C(=O)([O-])[O-].[K+].[K+]. Product: [I:1][C@@H:2]1[C@@H:15]([OH:16])[C@H:14]([OH:20])[C@@H:13]([CH2:24][OH:25])[O:12][C@H:3]1[O:4][Si:5]([CH2:10][CH3:11])([CH2:6][CH3:7])[CH2:8][CH3:9]. The catalyst class is: 147. (9) Reactant: [N:1]1([CH2:6][C@@H:7]2[C@H:10]([NH:11][C:12](=[O:39])/[C:13](=[N:27]\[O:28][C:29]([CH3:38])([CH3:37])[C:30]([O:32]C(C)(C)C)=[O:31])/[C:14]3[N:15]=[C:16]([NH:19]C(OC(C)(C)C)=O)[S:17][CH:18]=3)[C:9](=[O:40])[N:8]2[S:41]([OH:44])(=[O:43])=[O:42])[CH:5]=[N:4][CH:3]=[N:2]1.C(O)(C(F)(F)F)=O. Product: [N:1]1([CH2:6][C@@H:7]2[C@H:10]([NH:11][C:12](=[O:39])/[C:13](=[N:27]\[O:28][C:29]([CH3:38])([CH3:37])[C:30]([OH:32])=[O:31])/[C:14]3[N:15]=[C:16]([NH2:19])[S:17][CH:18]=3)[C:9](=[O:40])[N:8]2[S:41]([OH:44])(=[O:42])=[O:43])[CH:5]=[N:4][CH:3]=[N:2]1. The catalyst class is: 2. (10) Reactant: Br[C:2]1[CH:3]=[C:4]([S:8]([C:11]([F:31])([C:25]2[O:26][C:27]([CH3:30])=[N:28][N:29]=2)[CH:12]2[CH2:24][C:15]3[NH:16][C:17]4[CH:18]=[CH:19][C:20]([Cl:23])=[CH:21][C:22]=4[C:14]=3[CH2:13]2)(=[O:10])=[O:9])[CH:5]=[CH:6][CH:7]=1.[CH3:32][CH2:33]N(C(C)C)C(C)C.C([Si](C)(C)C)#C.[OH-].[Na+]. Product: [Cl:23][C:20]1[CH:19]=[CH:18][C:17]2[NH:16][C:15]3[CH2:24][CH:12]([C:11]([S:8]([C:4]4[CH:5]=[CH:6][CH:7]=[C:2]([C:32]#[CH:33])[CH:3]=4)(=[O:10])=[O:9])([F:31])[C:25]4[O:26][C:27]([CH3:30])=[N:28][N:29]=4)[CH2:13][C:14]=3[C:22]=2[CH:21]=1. The catalyst class is: 555.